From a dataset of Merck oncology drug combination screen with 23,052 pairs across 39 cell lines. Regression. Given two drug SMILES strings and cell line genomic features, predict the synergy score measuring deviation from expected non-interaction effect. (1) Drug 1: N#Cc1ccc(Cn2cncc2CN2CCN(c3cccc(Cl)c3)C(=O)C2)cc1. Drug 2: O=C(CCCCCCC(=O)Nc1ccccc1)NO. Cell line: NCIH23. Synergy scores: synergy=13.4. (2) Drug 1: COC12C(COC(N)=O)C3=C(C(=O)C(C)=C(N)C3=O)N1CC1NC12. Drug 2: Cn1cc(-c2cnn3c(N)c(Br)c(C4CCCNC4)nc23)cn1. Cell line: A375. Synergy scores: synergy=40.5. (3) Drug 1: COC1CC2CCC(C)C(O)(O2)C(=O)C(=O)N2CCCCC2C(=O)OC(C(C)CC2CCC(OP(C)(C)=O)C(OC)C2)CC(=O)C(C)C=C(C)C(O)C(OC)C(=O)C(C)CC(C)C=CC=CC=C1C. Drug 2: CNC(=O)c1cc(Oc2ccc(NC(=O)Nc3ccc(Cl)c(C(F)(F)F)c3)cc2)ccn1. Cell line: DLD1. Synergy scores: synergy=25.9. (4) Drug 1: COC12C(COC(N)=O)C3=C(C(=O)C(C)=C(N)C3=O)N1CC1NC12. Drug 2: Cn1c(=O)n(-c2ccc(C(C)(C)C#N)cc2)c2c3cc(-c4cnc5ccccc5c4)ccc3ncc21. Cell line: HT144. Synergy scores: synergy=33.0.